From a dataset of Forward reaction prediction with 1.9M reactions from USPTO patents (1976-2016). Predict the product of the given reaction. (1) Given the reactants [CH:1]1([N:4]([CH2:17][C:18](O)=[O:19])[S:5]([C:8]2[C:13]([Cl:14])=[CH:12][C:11]([Cl:15])=[CH:10][C:9]=2[Cl:16])(=[O:7])=[O:6])[CH2:3][CH2:2]1.CO, predict the reaction product. The product is: [Cl:14][C:13]1[CH:12]=[C:11]([Cl:15])[CH:10]=[C:9]([Cl:16])[C:8]=1[S:5]([N:4]([CH:1]1[CH2:3][CH2:2]1)[CH2:17][CH2:18][OH:19])(=[O:7])=[O:6]. (2) Given the reactants Cl[C:2]1[CH:7]=[C:6]([C:8]2[CH:13]=[C:12]([Cl:14])[CH:11]=[C:10]([Cl:15])[C:9]=2[Cl:16])[N:5]=[C:4]([NH2:17])[N:3]=1.[Br:18][C:19]1[CH:24]=[CH:23][C:22]([NH2:25])=[CH:21][CH:20]=1, predict the reaction product. The product is: [Br:18][C:19]1[CH:24]=[CH:23][C:22]([NH:25][C:2]2[CH:7]=[C:6]([C:8]3[CH:13]=[C:12]([Cl:14])[CH:11]=[C:10]([Cl:15])[C:9]=3[Cl:16])[N:5]=[C:4]([NH2:17])[N:3]=2)=[CH:21][CH:20]=1. (3) Given the reactants [Cl:1][C:2]1[CH:3]=[C:4]([C@@H:8]2[C@@H:13]([C:14]3[CH:19]=[CH:18][C:17]([Cl:20])=[CH:16][CH:15]=3)[N:12]([CH2:21][CH:22]3[CH2:24][CH2:23]3)[C:11](=[O:25])[C@H:10]([CH2:26][C:27](O)=[O:28])[CH2:9]2)[CH:5]=[CH:6][CH:7]=1.[CH3:30][S:31]([NH2:34])(=[O:33])=[O:32].C(N(C(C)C)CC)(C)C.F[P-](F)(F)(F)(F)F.Br[P+](N1CCCC1)(N1CCCC1)N1CCCC1, predict the reaction product. The product is: [Cl:1][C:2]1[CH:3]=[C:4]([C@@H:8]2[C@@H:13]([C:14]3[CH:19]=[CH:18][C:17]([Cl:20])=[CH:16][CH:15]=3)[N:12]([CH2:21][CH:22]3[CH2:23][CH2:24]3)[C:11](=[O:25])[C@H:10]([CH2:26][C:27]([NH:34][S:31]([CH3:30])(=[O:33])=[O:32])=[O:28])[CH2:9]2)[CH:5]=[CH:6][CH:7]=1. (4) Given the reactants [F:1][C:2]1[CH:7]=[CH:6][CH:5]=[C:4]([F:8])[C:3]=1[C:9](=[O:11])[CH3:10].[Cl-].[Al+3].[Cl-].[Cl-].[Br:16]Br.O, predict the reaction product. The product is: [Br:16][CH2:10][C:9]([C:3]1[C:2]([F:1])=[CH:7][CH:6]=[CH:5][C:4]=1[F:8])=[O:11]. (5) Given the reactants [NH:1]1[C:5]2=[N:6][CH:7]=[CH:8][CH:9]=[C:4]2[CH:3]=[CH:2]1.[CH3:10][O:11][C:12]1[CH:17]=[CH:16][CH:15]=[CH:14][C:13]=1[N:18]1[CH2:23][CH2:22][NH:21][CH2:20][CH2:19]1.[C:24]([O-])(=O)C.[Na+].C=O, predict the reaction product. The product is: [CH3:10][O:11][C:12]1[CH:17]=[CH:16][CH:15]=[CH:14][C:13]=1[N:18]1[CH2:23][CH2:22][N:21]([CH2:24][C:3]2[C:4]3[C:5](=[N:6][CH:7]=[CH:8][CH:9]=3)[NH:1][CH:2]=2)[CH2:20][CH2:19]1.